This data is from Full USPTO retrosynthesis dataset with 1.9M reactions from patents (1976-2016). The task is: Predict the reactants needed to synthesize the given product. Given the product [Br:1][C:2]1[CH:10]=[CH:9][C:5]([C:6]([NH:8][CH:37]([NH:36][C:35]2[CH:46]=[CH:47][C:32]([Cl:31])=[CH:33][CH:34]=2)[C:38]2[C:43]([F:44])=[CH:42][CH:41]=[CH:40][C:39]=2[F:45])=[O:7])=[CH:4][CH:3]=1, predict the reactants needed to synthesize it. The reactants are: [Br:1][C:2]1[CH:10]=[CH:9][C:5]([C:6]([NH2:8])=[O:7])=[CH:4][CH:3]=1.C1OCCOCCOCCOCCOCCOC1.[H-].[Na+].[Cl:31][C:32]1[CH:47]=[CH:46][C:35]([N:36]=[CH:37][C:38]2[C:43]([F:44])=[CH:42][CH:41]=[CH:40][C:39]=2[F:45])=[CH:34][CH:33]=1.